From a dataset of Reaction yield outcomes from USPTO patents with 853,638 reactions. Predict the reaction yield, written as a fraction of the theoretical maximum amount of product (1.0 means a 100% yield; for example, 0.34 means a 34% yield). (1) The reactants are [CH2:1]([O:4][N:5]([C@H:18]1[CH2:23][N:22]([C:24]([O:26][C:27]([CH3:30])([CH3:29])[CH3:28])=[O:25])[C@H:21]([CH2:31][OH:32])[CH:20]=[C:19]1[C:33](=[O:37])[N:34]([CH3:36])[CH3:35])[S:6]([C:9]1[CH:14]=[CH:13][CH:12]=[CH:11][C:10]=1[N+:15]([O-:17])=[O:16])(=[O:8])=[O:7])[CH:2]=[CH2:3].I[CH3:39]. The catalyst is C(#N)C.[Ag]=O. The product is [CH2:1]([O:4][N:5]([C@H:18]1[CH2:23][N:22]([C:24]([O:26][C:27]([CH3:29])([CH3:30])[CH3:28])=[O:25])[C@H:21]([CH2:31][O:32][CH3:39])[CH:20]=[C:19]1[C:33](=[O:37])[N:34]([CH3:35])[CH3:36])[S:6]([C:9]1[CH:14]=[CH:13][CH:12]=[CH:11][C:10]=1[N+:15]([O-:17])=[O:16])(=[O:8])=[O:7])[CH:2]=[CH2:3]. The yield is 0.980. (2) The reactants are [F:1][C:2]1[CH:3]=[C:4]([CH:49]=[CH:50][CH:51]=1)[CH2:5][N:6]1[CH:10]=[C:9]([C:11]2[C:19]3[C:14](=[N:15][CH:16]=[C:17]([C:20]4[CH:21]=[CH:22][C:23]([N:26]5[CH2:31][CH2:30][N:29](C(OC(C)(C)C)=O)[CH2:28][CH2:27]5)=[N:24][CH:25]=4)[CH:18]=3)[N:13]([S:39]([C:42]3[CH:48]=[CH:47][C:45]([CH3:46])=[CH:44][CH:43]=3)(=[O:41])=[O:40])[CH:12]=2)[CH:8]=[N:7]1. The catalyst is C(O)(C(F)(F)F)=O.C(Cl)Cl. The product is [F:1][C:2]1[CH:3]=[C:4]([CH:49]=[CH:50][CH:51]=1)[CH2:5][N:6]1[CH:10]=[C:9]([C:11]2[C:19]3[C:14](=[N:15][CH:16]=[C:17]([C:20]4[CH:25]=[N:24][C:23]([N:26]5[CH2:31][CH2:30][NH:29][CH2:28][CH2:27]5)=[CH:22][CH:21]=4)[CH:18]=3)[N:13]([S:39]([C:42]3[CH:48]=[CH:47][C:45]([CH3:46])=[CH:44][CH:43]=3)(=[O:41])=[O:40])[CH:12]=2)[CH:8]=[N:7]1. The yield is 0.666. (3) The reactants are [N+:1]([C:4]1[CH:8]=[C:7]([C:9]([OH:11])=O)[NH:6][N:5]=1)([O-:3])=[O:2].Cl.[CH3:13][NH:14][O:15][CH3:16].CN(C(ON1N=NC2C=CC=NC1=2)=[N+](C)C)C.F[P-](F)(F)(F)(F)F.C(N(CC)CC)C. The catalyst is ClCCl. The product is [CH3:16][O:15][N:14]([CH3:13])[C:9]([C:7]1[NH:6][N:5]=[C:4]([N+:1]([O-:3])=[O:2])[CH:8]=1)=[O:11]. The yield is 0.800. (4) The catalyst is O1CCCC1. The product is [Cl:1][C:2]1[N:3]=[C:4]([C:9]([NH:11][C:12]2[CH:17]=[CH:16][C:15]([C:18]3[O:19][C:20]([CH3:30])=[C:21]([C:23]([OH:25])=[O:24])[N:22]=3)=[CH:14][C:13]=2[CH3:27])=[O:10])[NH:5][C:6]=1[CH2:7][CH3:8]. The yield is 0.800. The reactants are [Cl:1][C:2]1[N:3]=[C:4]([C:9]([NH:11][C:12]2[CH:17]=[CH:16][C:15]([C:18]3[O:19][CH:20]=[C:21]([C:23]([O:25]C)=[O:24])[N:22]=3)=[CH:14][C:13]=2[CH3:27])=[O:10])[NH:5][C:6]=1[CH2:7][CH3:8].[OH-].[Li+].[CH3:30]O. (5) The reactants are [N+:1]([C:4]1[CH:12]=[C:11]2[C:7]([CH:8]=[N:9][NH:10]2)=[CH:6][CH:5]=1)([O-:3])=[O:2].C(#N)C.[B-](F)(F)(F)[F:17].[B-](F)(F)(F)F.C1[N+]2(CCl)CC[N+](F)(CC2)C1. The catalyst is C(O)(=O)C. The product is [F:17][C:8]1[C:7]2[C:11](=[CH:12][C:4]([N+:1]([O-:3])=[O:2])=[CH:5][CH:6]=2)[NH:10][N:9]=1. The yield is 0.390. (6) The reactants are C([O-])(O)=O.[Na+].C1(C)C=CC=CC=1.C(O)C.Cl[C:17]1[C:22]([C:23]([O:25][CH2:26][CH3:27])=[O:24])=[CH:21][N:20]=[C:19]([CH3:28])[N:18]=1.[CH3:29][N:30]1[C:38]2[C:33](=[CH:34][C:35](B(O)O)=[CH:36][CH:37]=2)[CH:32]=[CH:31]1. The catalyst is C(OCC)(=O)C.O.[Pd].C1(P(C2C=CC=CC=2)C2C=CC=CC=2)C=CC=CC=1.C1(P(C2C=CC=CC=2)C2C=CC=CC=2)C=CC=CC=1.C1(P(C2C=CC=CC=2)C2C=CC=CC=2)C=CC=CC=1.C1(P(C2C=CC=CC=2)C2C=CC=CC=2)C=CC=CC=1. The product is [CH3:28][C:19]1[N:18]=[C:17]([C:35]2[CH:34]=[C:33]3[C:38](=[CH:37][CH:36]=2)[N:30]([CH3:29])[CH:31]=[CH:32]3)[C:22]([C:23]([O:25][CH2:26][CH3:27])=[O:24])=[CH:21][N:20]=1. The yield is 0.530. (7) The reactants are [CH2:1]([CH:4]1[CH2:8][O:7][CH2:6][CH:5]1[NH2:9])[CH:2]=[CH2:3].[F:10][C:11]1[CH:16]=[CH:15][C:14]([S:17](Cl)(=[O:19])=[O:18])=[CH:13][CH:12]=1. The catalyst is CN(C)C1C=CN=CC=1.O1CCCC1.O. The product is [F:10][C:11]1[CH:16]=[CH:15][C:14]([S:17]([NH:9][CH:5]2[CH:4]([CH2:1][CH:2]=[CH2:3])[CH2:8][O:7][CH2:6]2)(=[O:19])=[O:18])=[CH:13][CH:12]=1. The yield is 0.480.